From a dataset of Peptide-MHC class I binding affinity with 185,985 pairs from IEDB/IMGT. Regression. Given a peptide amino acid sequence and an MHC pseudo amino acid sequence, predict their binding affinity value. This is MHC class I binding data. (1) The peptide sequence is AYNVVNKGHF. The MHC is HLA-A24:02 with pseudo-sequence HLA-A24:02. The binding affinity (normalized) is 0.468. (2) The peptide sequence is WQFAIHYSF. The MHC is HLA-B15:01 with pseudo-sequence HLA-B15:01. The binding affinity (normalized) is 0.550. (3) The peptide sequence is IMAFILGII. The MHC is HLA-A02:03 with pseudo-sequence HLA-A02:03. The binding affinity (normalized) is 0.686.